Dataset: Full USPTO retrosynthesis dataset with 1.9M reactions from patents (1976-2016). Task: Predict the reactants needed to synthesize the given product. (1) The reactants are: [CH2:1]([C@H:4]1[CH2:10][N:9]([CH:11]2[CH2:15][CH2:14][CH2:13][CH2:12]2)[C:8]2[N:16]=[C:17]([NH:20][C:21]3[CH:29]=[CH:28][C:24]([C:25](O)=[O:26])=[CH:23][C:22]=3[O:30][CH3:31])[N:18]=[CH:19][C:7]=2[N:6]([CH3:32])[C:5]1=[O:33])[CH:2]=[CH2:3].[CH3:34][N:35]1[CH2:40][CH2:39][CH2:38][C@@H:37]([NH2:41])[CH2:36]1. Given the product [CH2:1]([C@H:4]1[CH2:10][N:9]([CH:11]2[CH2:12][CH2:13][CH2:14][CH2:15]2)[C:8]2[N:16]=[C:17]([NH:20][C:21]3[CH:29]=[CH:28][C:24]([C:25]([NH:41][C@@H:37]4[CH2:38][CH2:39][CH2:40][N:35]([CH3:34])[CH2:36]4)=[O:26])=[CH:23][C:22]=3[O:30][CH3:31])[N:18]=[CH:19][C:7]=2[N:6]([CH3:32])[C:5]1=[O:33])[CH:2]=[CH2:3], predict the reactants needed to synthesize it. (2) Given the product [CH3:20][N:10]([C:7]1[CH:6]=[CH:5][C:4]([N+:1]([O-:3])=[O:2])=[CH:9][N:8]=1)[C:11](=[O:17])[O:12][C:13]([CH3:14])([CH3:16])[CH3:15], predict the reactants needed to synthesize it. The reactants are: [N+:1]([C:4]1[CH:5]=[CH:6][C:7]([NH:10][C:11](=[O:17])[O:12][C:13]([CH3:16])([CH3:15])[CH3:14])=[N:8][CH:9]=1)([O-:3])=[O:2].[H-].[Na+].[CH3:20]I.O. (3) Given the product [CH3:16][O:17][CH2:18][C:4]1([C:6]#[N:7])[CH2:5][C:2](=[CH2:1])[CH2:3]1, predict the reactants needed to synthesize it. The reactants are: [CH2:1]=[C:2]1[CH2:5][CH:4]([C:6]#[N:7])[CH2:3]1.C([N-]C(C)C)(C)C.[Li+].[CH3:16][O:17][CH2:18]Cl. (4) Given the product [C:33]([O:37][C:38]([N:40]1[C@H:41]([C:58](=[O:59])[NH:29][C@:24]2([C:22]([NH:21][S:20]([C:15]3[CH:16]=[CH:17][CH:18]=[CH:19][C:14]=3[NH:13][CH2:12][CH2:11][CH2:10][CH2:9][N:7]([CH2:6][CH2:5][CH2:4][C:3]([O:2][CH3:1])=[O:32])[CH3:8])(=[O:31])=[O:30])=[O:23])[CH2:26][C@H:25]2[CH:27]=[CH2:28])[CH2:42][C@@H:43]([O:45][C:46]([N:48]2[CH2:56][C:55]3[C:50](=[CH:51][CH:52]=[CH:53][C:54]=3[F:57])[CH2:49]2)=[O:47])[CH2:44]1)=[O:39])([CH3:36])([CH3:34])[CH3:35], predict the reactants needed to synthesize it. The reactants are: [CH3:1][O:2][C:3](=[O:32])[CH2:4][CH2:5][CH2:6][N:7]([CH2:9][CH2:10][CH2:11][CH2:12][NH:13][C:14]1[CH:19]=[CH:18][CH:17]=[CH:16][C:15]=1[S:20](=[O:31])(=[O:30])[NH:21][C:22]([C@@:24]1([NH2:29])[CH2:26][C@H:25]1[CH:27]=[CH2:28])=[O:23])[CH3:8].[C:33]([O:37][C:38]([N:40]1[CH2:44][C@H:43]([O:45][C:46]([N:48]2[CH2:56][C:55]3[C:50](=[CH:51][CH:52]=[CH:53][C:54]=3[F:57])[CH2:49]2)=[O:47])[CH2:42][C@H:41]1[C:58](O)=[O:59])=[O:39])([CH3:36])([CH3:35])[CH3:34].CN(C(ON1N=NC2C=CC=NC1=2)=[N+](C)C)C.F[P-](F)(F)(F)(F)F.CCN(C(C)C)C(C)C. (5) Given the product [CH3:1][Si:2]([CH3:13])([CH3:12])[C:3]#[C:4][C:5]1[CH:11]=[CH:10][C:8]([C-:19]2[CH:23]=[CH:22][CH:21]=[CH:20]2)=[CH:7][CH:6]=1.[CH-:24]1[CH:28]=[CH:27][CH:26]=[CH:25]1.[Fe+2:29], predict the reactants needed to synthesize it. The reactants are: [CH3:1][Si:2]([CH3:13])([CH3:12])[C:3]#[C:4][C:5]1[CH:11]=[CH:10][C:8](N)=[CH:7][CH:6]=1.Cl.N([O-])=O.[Na+].[CH-:19]1[CH:23]=[CH:22][CH:21]=[CH:20]1.[CH-:24]1[CH:28]=[CH:27][CH:26]=[CH:25]1.[Fe+2:29]. (6) The reactants are: [F:1][C:2]1[C:9]([F:10])=[CH:8][CH:7]=[CH:6][C:3]=1[CH:4]=O.[CH3:11][O:12][C:13]1[CH:14]=[C:15]([CH:19]=[CH:20][C:21]=1[O:22][CH3:23])[CH2:16][C:17]#[N:18]. Given the product [F:1][C:2]1[C:9]([F:10])=[CH:8][CH:7]=[CH:6][C:3]=1/[CH:4]=[C:16](/[C:15]1[CH:19]=[CH:20][C:21]([O:22][CH3:23])=[C:13]([O:12][CH3:11])[CH:14]=1)\[C:17]#[N:18], predict the reactants needed to synthesize it. (7) Given the product [F:26][C:24]1[CH:23]=[C:22]([C:27]2[C:28]([CH3:33])=[N:29][O:30][C:31]=2[CH3:32])[CH:21]=[C:20]([F:19])[C:25]=1[B:5]1[O:6][C:7]([CH3:12])([CH3:13])[C:8]([CH3:10])([CH3:11])[O:9]1, predict the reactants needed to synthesize it. The reactants are: C(O[B:5]1[O:9][C:8]([CH3:11])([CH3:10])[C:7]([CH3:13])([CH3:12])[O:6]1)(C)C.C([Li])CCC.[F:19][C:20]1[CH:21]=[C:22]([C:27]2[C:28]([CH3:33])=[N:29][O:30][C:31]=2[CH3:32])[CH:23]=[C:24]([F:26])[CH:25]=1.